This data is from Peptide-MHC class I binding affinity with 185,985 pairs from IEDB/IMGT. The task is: Regression. Given a peptide amino acid sequence and an MHC pseudo amino acid sequence, predict their binding affinity value. This is MHC class I binding data. (1) The peptide sequence is RPRGEVRFL. The MHC is HLA-B53:01 with pseudo-sequence HLA-B53:01. The binding affinity (normalized) is 0. (2) The binding affinity (normalized) is 0.795. The peptide sequence is CSAVPSHWV. The MHC is HLA-A68:02 with pseudo-sequence HLA-A68:02.